This data is from Full USPTO retrosynthesis dataset with 1.9M reactions from patents (1976-2016). The task is: Predict the reactants needed to synthesize the given product. (1) Given the product [C:27]([N:30]1[CH2:34][CH2:33][N:32]([C:2]2[CH:3]=[CH:4][C:5]([C:9]([N:11]3[CH2:16][CH2:15][N:14]([C:17]4[C:22]([CH3:23])=[CH:21][C:20]([CH:24]5[CH2:26][CH2:25]5)=[CH:19][N:18]=4)[CH2:13][CH2:12]3)=[O:10])=[C:6]([CH3:8])[N:7]=2)[C:31]1=[O:35])(=[O:29])[CH3:28], predict the reactants needed to synthesize it. The reactants are: Br[C:2]1[N:7]=[C:6]([CH3:8])[C:5]([C:9]([N:11]2[CH2:16][CH2:15][N:14]([C:17]3[C:22]([CH3:23])=[CH:21][C:20]([CH:24]4[CH2:26][CH2:25]4)=[CH:19][N:18]=3)[CH2:13][CH2:12]2)=[O:10])=[CH:4][CH:3]=1.[C:27]([N:30]1[CH2:34][CH2:33][NH:32][C:31]1=[O:35])(=[O:29])[CH3:28]. (2) Given the product [C:1]([O:5][C:6]([NH:8][CH2:9][C:10]1[CH:32]=[CH:31][C:13]([C:14]([NH:16][CH2:17][C:18]2[CH:19]=[CH:20][C:21]([O:22][CH2:23][C:24]([OH:26])=[O:25])=[CH:29][CH:30]=2)=[O:15])=[CH:12][CH:11]=1)=[O:7])([CH3:4])([CH3:2])[CH3:3], predict the reactants needed to synthesize it. The reactants are: [C:1]([O:5][C:6]([NH:8][CH2:9][C:10]1[CH:32]=[CH:31][C:13]([C:14]([NH:16][CH2:17][C:18]2[CH:30]=[CH:29][C:21]([O:22][CH2:23][C:24]([O:26]CC)=[O:25])=[CH:20][CH:19]=2)=[O:15])=[CH:12][CH:11]=1)=[O:7])([CH3:4])([CH3:3])[CH3:2].O.[OH-].[Li+]. (3) Given the product [CH2:1]([O:8][C:9]1[CH:10]=[C:11]([CH:20]=[CH:21][CH:22]=1)[O:12][C:13]1[S:17][C:16]([CH2:18][NH:19][C:33]([C:29]2[CH:28]=[C:27]3[C:32](=[CH:31][CH:30]=2)[N:23]=[CH:24][CH:25]=[CH:26]3)=[O:34])=[CH:15][CH:14]=1)[C:2]1[CH:3]=[CH:4][CH:5]=[CH:6][CH:7]=1, predict the reactants needed to synthesize it. The reactants are: [CH2:1]([O:8][C:9]1[CH:10]=[C:11]([CH:20]=[CH:21][CH:22]=1)[O:12][C:13]1[S:17][C:16]([CH2:18][NH2:19])=[CH:15][CH:14]=1)[C:2]1[CH:7]=[CH:6][CH:5]=[CH:4][CH:3]=1.[N:23]1[C:32]2[C:27](=[CH:28][C:29]([C:33](O)=[O:34])=[CH:30][CH:31]=2)[CH:26]=[CH:25][CH:24]=1.F[P-](F)(F)(F)(F)F.N1(O[P+](N(C)C)(N(C)C)N(C)C)C2C=CC=CC=2N=N1.C(N(CC)CC)C. (4) Given the product [NH2:1][C:2]1[CH:7]=[C:6]2[C:20](=[CH:4][CH:3]=1)[C:18](=[O:19])[NH:10][CH2:11]2, predict the reactants needed to synthesize it. The reactants are: [NH2:1][C:2]1[CH:3]=[CH:4]C=[C:6]2[C:11](=O)[NH:10]C(=O)[C:7]=12.CS(O)(=O)=O.[C:18](O)([C:20](F)(F)F)=[O:19]. (5) Given the product [NH:25]1[CH2:26][CH2:27][CH:28]([C:30]([O:32][CH3:33])=[O:31])[CH2:29][C:24]1=[S:10], predict the reactants needed to synthesize it. The reactants are: COC1C=CC(P2(SP(C3C=CC(OC)=CC=3)(=S)S2)=[S:10])=CC=1.O=[C:24]1[CH2:29][CH:28]([C:30]([O:32][CH3:33])=[O:31])[CH2:27][CH2:26][NH:25]1. (6) Given the product [CH:21]1([N:8]2[C:7]([C:11]3[CH:16]=[CH:15][C:14]([O:17][CH3:18])=[CH:13][CH:12]=3)=[C:6]3[C:10]([C:2]([F:1])=[CH:3][CH:4]=[CH:5]3)=[N:9]2)[CH2:25][CH2:24][CH2:23][CH2:22]1, predict the reactants needed to synthesize it. The reactants are: [F:1][C:2]1[CH:3]=[CH:4][CH:5]=[C:6]2[C:10]=1[NH:9][N:8]=[C:7]2[C:11]1[CH:16]=[CH:15][C:14]([O:17][CH3:18])=[CH:13][CH:12]=1.[H-].[Na+].[CH:21]1(Br)[CH2:25][CH2:24][CH2:23][CH2:22]1. (7) Given the product [CH2:21]([N:23]1[CH2:28][CH2:27][N:26]([CH2:29][C:30]2[CH:35]=[CH:34][C:33]([NH:36][C:37](=[O:45])[C:38]3[CH:43]=[CH:42][CH:41]=[C:40]([C:8]4[CH:7]=[C:6]5[C:11]([C:3]([NH:2][CH3:1])=[N:4][NH:5]5)=[CH:10][CH:9]=4)[CH:39]=3)=[CH:32][C:31]=2[C:46]([F:49])([F:47])[F:48])[CH2:25][CH2:24]1)[CH3:22], predict the reactants needed to synthesize it. The reactants are: [CH3:1][NH:2][C:3]1[C:11]2[C:6](=[CH:7][C:8](B3OC(C)(C)C(C)(C)O3)=[CH:9][CH:10]=2)[NH:5][N:4]=1.[CH2:21]([N:23]1[CH2:28][CH2:27][N:26]([CH2:29][C:30]2[CH:35]=[CH:34][C:33]([NH:36][C:37](=[O:45])[C:38]3[CH:43]=[CH:42][CH:41]=[C:40](I)[CH:39]=3)=[CH:32][C:31]=2[C:46]([F:49])([F:48])[F:47])[CH2:25][CH2:24]1)[CH3:22]. (8) Given the product [CH3:1][C:2]1[S:3][C:4]2[CH:10]=[C:9]([C:11]([C@H:13]3[CH2:15][C@@H:14]3[C:16]([OH:18])=[O:17])=[O:12])[CH:8]=[CH:7][C:5]=2[N:6]=1, predict the reactants needed to synthesize it. The reactants are: [CH3:1][C:2]1[S:3][C:4]2[CH:10]=[C:9]([C:11]([C@H:13]3[CH2:15][C@@H:14]3[C:16]([O:18]C)=[O:17])=[O:12])[CH:8]=[CH:7][C:5]=2[N:6]=1.[OH-].[Na+].